This data is from Forward reaction prediction with 1.9M reactions from USPTO patents (1976-2016). The task is: Predict the product of the given reaction. Given the reactants [CH3:1][S:2]([C:5]1[CH:10]=[CH:9][C:8]([CH:11]=[CH2:12])=[C:7]([N+:13]([O-])=O)[CH:6]=1)(=[O:4])=[O:3].CCOC(C)=O, predict the reaction product. The product is: [CH2:11]([C:8]1[CH:9]=[CH:10][C:5]([S:2]([CH3:1])(=[O:3])=[O:4])=[CH:6][C:7]=1[NH2:13])[CH3:12].